Predict the reactants needed to synthesize the given product. From a dataset of Full USPTO retrosynthesis dataset with 1.9M reactions from patents (1976-2016). (1) Given the product [CH3:5][N:6]([CH3:7])[CH:19]([C:16]1[S:17][CH:18]=[C:14]([C:8]2[CH:13]=[CH:12][CH:11]=[CH:10][CH:9]=2)[N:15]=1)[C:1]#[N:2], predict the reactants needed to synthesize it. The reactants are: [C-:1]#[N:2].[Na+].Cl.[CH3:5][NH:6][CH3:7].[C:8]1([C:14]2[N:15]=[C:16]([CH:19]=O)[S:17][CH:18]=2)[CH:13]=[CH:12][CH:11]=[CH:10][CH:9]=1. (2) Given the product [CH2:12]([NH:14][C:4](=[O:5])[C:3]1[CH:7]=[C:8]([Cl:11])[CH:9]=[CH:10][C:2]=1[Cl:1])[CH3:13], predict the reactants needed to synthesize it. The reactants are: [Cl:1][C:2]1[CH:10]=[CH:9][C:8]([Cl:11])=[CH:7][C:3]=1[C:4](Cl)=[O:5].[CH2:12]([NH2:14])[CH3:13]. (3) Given the product [F:21][C:14]1[CH:15]=[CH:16][C:17]([O:19][CH3:20])=[CH:18][C:13]=1[NH:12][C:9]1[N:8]=[C:7]([NH:22][C:23]2[CH:28]=[CH:27][CH:26]=[CH:25][C:24]=2[S:29]([CH3:32])(=[O:30])=[O:31])[C:6]([C:4]([NH2:33])=[O:5])=[CH:11][N:10]=1, predict the reactants needed to synthesize it. The reactants are: C(O[C:4]([C:6]1[C:7]([NH:22][C:23]2[CH:28]=[CH:27][CH:26]=[CH:25][C:24]=2[S:29]([CH3:32])(=[O:31])=[O:30])=[N:8][C:9]([NH:12][C:13]2[CH:18]=[C:17]([O:19][CH3:20])[CH:16]=[CH:15][C:14]=2[F:21])=[N:10][CH:11]=1)=[O:5])C.[NH3:33]. (4) Given the product [CH3:1][CH2:2][CH2:3][CH2:4][O:5][CH2:6][CH2:7][OH:8].[N-:13]=[C:10]=[O:5], predict the reactants needed to synthesize it. The reactants are: [CH3:1][CH2:2][CH2:3][CH2:4][O:5][CH2:6][CH2:7][OH:8].C[C:10](=[N:13]O)CC. (5) Given the product [CH2:1]([O:4][C:5]1([CH3:34])[CH2:10][CH2:9][N:8]([C:11]2[N:16]3[N:17]=[C:18]([CH2:20][N:51]([CH2:50][C:49]4[CH:55]=[CH:56][C:57]([F:59])=[CH:58][C:48]=4[CH2:44][CH2:45][CH:46]=[CH2:47])[CH:52]4[CH2:54][CH2:53]4)[CH:19]=[C:15]3[N:14]=[C:13]([CH3:22])[C:12]=2[C@H:23]([O:29][C:30]([CH3:33])([CH3:32])[CH3:31])[C:24]([O:26][CH2:27][CH3:28])=[O:25])[CH2:7][CH2:6]1)[CH:2]=[CH2:3], predict the reactants needed to synthesize it. The reactants are: [CH2:1]([O:4][C:5]1([CH3:34])[CH2:10][CH2:9][N:8]([C:11]2[N:16]3[N:17]=[C:18]([CH2:20]I)[CH:19]=[C:15]3[N:14]=[C:13]([CH3:22])[C:12]=2[C@H:23]([O:29][C:30]([CH3:33])([CH3:32])[CH3:31])[C:24]([O:26][CH2:27][CH3:28])=[O:25])[CH2:7][CH2:6]1)[CH:2]=[CH2:3].CCN(C(C)C)C(C)C.[CH2:44]([C:48]1[CH:58]=[C:57]([F:59])[CH:56]=[CH:55][C:49]=1[CH2:50][NH:51][CH:52]1[CH2:54][CH2:53]1)[CH2:45][CH:46]=[CH2:47]. (6) Given the product [C:13]1([CH:11]([N:7]2[CH2:8][CH2:9][CH:5]([CH2:3][OH:2])[CH2:6]2)[CH3:12])[CH:14]=[CH:15][CH:16]=[CH:17][CH:18]=1, predict the reactants needed to synthesize it. The reactants are: C[O:2][C:3]([CH:5]1[CH2:9][C:8](=O)[N:7]([CH:11]([C:13]2[CH:18]=[CH:17][CH:16]=[CH:15][CH:14]=2)[CH3:12])[CH2:6]1)=O.[H-].[H-].[H-].[H-].[Li+].[Al+3].